From a dataset of Reaction yield outcomes from USPTO patents with 853,638 reactions. Predict the reaction yield, written as a fraction of the theoretical maximum amount of product (1.0 means a 100% yield; for example, 0.34 means a 34% yield). (1) The reactants are C(OC([NH:8][C@H:9]([CH2:31][C:32]1[CH:37]=[CH:36][CH:35]=[CH:34][CH:33]=1)[CH2:10][N:11]([CH2:14][C@H:15]([NH:23][C:24]([O:26][C:27](C)(C)[CH3:28])=[O:25])[CH2:16][C:17]1[CH:22]=[CH:21][CH:20]=[CH:19][CH:18]=1)[CH2:12][CH3:13])=O)(C)(C)C.FC(F)(F)C(O)=O.[C:45](=[O:63])([O:56][CH2:57][C:58]1[S:62][CH:61]=[N:60][CH:59]=1)OC1C=CC([N+]([O-])=O)=CC=1. The catalyst is ClCCl.C(OCC)(=O)C. The product is [CH2:12]([N:11]([CH2:10][C@@H:9]([NH:8][C:45]([O:56][CH2:57][C:58]1[S:62][CH:61]=[N:60][CH:59]=1)=[O:63])[CH2:31][C:32]1[CH:33]=[CH:34][CH:35]=[CH:36][CH:37]=1)[CH2:14][C@@H:15]([NH:23][C:24]([O:26][CH2:27][C:28]1[S:62][CH:61]=[N:60][CH:59]=1)=[O:25])[CH2:16][C:17]1[CH:22]=[CH:21][CH:20]=[CH:19][CH:18]=1)[CH3:13]. The yield is 0.310. (2) The reactants are [N:1]([CH2:4][C:5]1[CH:6]=[C:7]([C:22]2[S:26][C:25]([C@@:27]3([OH:39])[CH2:32][CH2:31][C@H:30]([C:33]([O:35][CH3:36])=[O:34])[C:29]([CH3:38])([CH3:37])[CH2:28]3)=[N:24][CH:23]=2)[CH:8]=[C:9]([NH:11][C:12]2[N:17]=[C:16]([C:18]([F:21])([F:20])[F:19])[CH:15]=[CH:14][N:13]=2)[CH:10]=1)=[N+]=[N-].C1(P(C2C=CC=CC=2)C2C=CC=CC=2)C=CC=CC=1. The catalyst is C1COCC1.O. The product is [NH2:1][CH2:4][C:5]1[CH:6]=[C:7]([C:22]2[S:26][C:25]([C@@:27]3([OH:39])[CH2:32][CH2:31][C@H:30]([C:33]([O:35][CH3:36])=[O:34])[C:29]([CH3:37])([CH3:38])[CH2:28]3)=[N:24][CH:23]=2)[CH:8]=[C:9]([NH:11][C:12]2[N:17]=[C:16]([C:18]([F:20])([F:21])[F:19])[CH:15]=[CH:14][N:13]=2)[CH:10]=1. The yield is 0.250.